From a dataset of NCI-60 drug combinations with 297,098 pairs across 59 cell lines. Regression. Given two drug SMILES strings and cell line genomic features, predict the synergy score measuring deviation from expected non-interaction effect. Drug 1: CN(CC1=CN=C2C(=N1)C(=NC(=N2)N)N)C3=CC=C(C=C3)C(=O)NC(CCC(=O)O)C(=O)O. Drug 2: CS(=O)(=O)OCCCCOS(=O)(=O)C. Cell line: CCRF-CEM. Synergy scores: CSS=58.3, Synergy_ZIP=-1.43, Synergy_Bliss=-0.439, Synergy_Loewe=-12.5, Synergy_HSA=1.02.